Dataset: Reaction yield outcomes from USPTO patents with 853,638 reactions. Task: Predict the reaction yield, written as a fraction of the theoretical maximum amount of product (1.0 means a 100% yield; for example, 0.34 means a 34% yield). (1) The reactants are [CH2:1]([O:3][C:4](=[O:23])[C:5](=[CH:15][C:16]1[CH:21]=[CH:20][CH:19]=[CH:18][C:17]=1[Cl:22])[C:6](=O)[CH2:7][O:8][CH2:9][CH2:10][N:11]=[N+:12]=[N-:13])[CH3:2].[CH3:24][C:25]1([CH3:33])[CH2:30][C:29](=[O:31])[CH2:28][C:27](=O)[CH2:26]1.C([O-])(=O)C.[NH4+:38]. The catalyst is CC(O)C. The product is [CH2:1]([O:3][C:4]([C:5]1[CH:15]([C:16]2[CH:21]=[CH:20][CH:19]=[CH:18][C:17]=2[Cl:22])[C:28]2[C:29](=[O:31])[CH2:30][C:25]([CH3:33])([CH3:24])[CH2:26][C:27]=2[NH:38][C:6]=1[CH2:7][O:8][CH2:9][CH2:10][N:11]=[N+:12]=[N-:13])=[O:23])[CH3:2]. The yield is 0.620. (2) The reactants are [CH2:1]([S:8][CH:9]([CH:38](OC)[O:39]C)[CH2:10][NH:11][C:12]([C:14]1[NH:15][C:16]2[C:21]([CH:22]=1)=[CH:20][C:19]([O:23][CH2:24][CH2:25][O:26][CH3:27])=[CH:18][C:17]=2[NH:28][S:29]([C:32]1[CH:37]=[CH:36][CH:35]=[CH:34][N:33]=1)(=[O:31])=[O:30])=[O:13])[C:2]1[CH:7]=[CH:6][CH:5]=[CH:4][CH:3]=1.CC(C)=O. The product is [CH2:1]([S:8][CH:9]([CH:38]=[O:39])[CH2:10][NH:11][C:12]([C:14]1[NH:15][C:16]2[C:21]([CH:22]=1)=[CH:20][C:19]([O:23][CH2:24][CH2:25][O:26][CH3:27])=[CH:18][C:17]=2[NH:28][S:29]([C:32]1[CH:37]=[CH:36][CH:35]=[CH:34][N:33]=1)(=[O:30])=[O:31])=[O:13])[C:2]1[CH:7]=[CH:6][CH:5]=[CH:4][CH:3]=1. The catalyst is O. The yield is 0.750. (3) The reactants are [CH2:1]([O:3][C:4]([C:6]1[C:11](=[O:12])[N:10]([CH2:13][C:14]2[CH:19]=[CH:18][CH:17]=[C:16]([F:20])[CH:15]=2)[C:9]2[CH:21]=[CH:22][S:23][C:8]=2[C:7]=1Cl)=[O:5])[CH3:2].N12CCN(CC1)CC2.[N:33]1([C:39]([C:41]2[S:42][CH:43]=[CH:44][CH:45]=2)=[O:40])[CH2:38][CH2:37][NH:36][CH2:35][CH2:34]1.[Cl-].[NH4+]. The catalyst is CN(C=O)C. The product is [CH2:1]([O:3][C:4]([C:6]1[C:11](=[O:12])[N:10]([CH2:13][C:14]2[CH:19]=[CH:18][CH:17]=[C:16]([F:20])[CH:15]=2)[C:9]2[CH:21]=[CH:22][S:23][C:8]=2[C:7]=1[N:36]1[CH2:37][CH2:38][N:33]([C:39]([C:41]2[S:42][CH:43]=[CH:44][CH:45]=2)=[O:40])[CH2:34][CH2:35]1)=[O:5])[CH3:2]. The yield is 0.910. (4) The yield is 0.800. The catalyst is C(Cl)(Cl)Cl. The product is [CH3:1][N:2]1[C:6]([C:7]2[CH:8]=[C:9]([C:13]([NH:17][C@@H:18]([CH2:31][C:32]3[CH:37]=[CH:36][CH:35]=[C:34]([C:38]([F:41])([F:39])[F:40])[CH:33]=3)[CH2:19][N:20]3[C:21](=[O:30])[C:22]4[C:27](=[CH:26][CH:25]=[CH:24][CH:23]=4)[C:28]3=[O:29])=[O:15])[S:10][C:11]=2[CH3:12])=[C:5]([CH3:16])[CH:4]=[N:3]1. The reactants are [CH3:1][N:2]1[C:6]([C:7]2[CH:8]=[C:9]([C:13]([OH:15])=O)[S:10][C:11]=2[CH3:12])=[C:5]([CH3:16])[CH:4]=[N:3]1.[NH2:17][C@@H:18]([CH2:31][C:32]1[CH:37]=[CH:36][CH:35]=[C:34]([C:38]([F:41])([F:40])[F:39])[CH:33]=1)[CH2:19][N:20]1[C:28](=[O:29])[C:27]2[C:22](=[CH:23][CH:24]=[CH:25][CH:26]=2)[C:21]1=[O:30].CC(OC(N[C@H](C(O)=O)CC1C=CC=CC=1C(F)(F)F)=O)(C)C.C1CN([P+](Br)(N2CCCC2)N2CCCC2)CC1.F[P-](F)(F)(F)(F)F.CCN(C(C)C)C(C)C. (5) The yield is 0.374. The reactants are [I:1]I.I(O)(=O)=O.[CH2:7]([N:9]1[C:13]([CH2:14][C:15]([O:17][CH3:18])=[O:16])=[CH:12][C:11]([CH3:19])=[N:10]1)[CH3:8].S([O-])([O-])(=O)=S.[Na+].[Na+]. The product is [CH2:7]([N:9]1[C:13]([CH2:14][C:15]([O:17][CH3:18])=[O:16])=[C:12]([I:1])[C:11]([CH3:19])=[N:10]1)[CH3:8]. The catalyst is C(O)(=O)C.ClCCCl.O. (6) The reactants are C(O)(C(F)(F)F)=O.[C:8]([C:11]1([C:14]2[CH:51]=[CH:50][CH:49]=[CH:48][C:15]=2[CH2:16][CH2:17][C:18]2[C:23]([C:24]([F:27])([F:26])[F:25])=[CH:22][N:21]=[C:20]([NH:28][C:29]3[CH:30]=[CH:31][C:32]([CH:35]4[CH2:40][CH2:39][N:38](C(OC(C)(C)C)=O)[CH2:37][CH2:36]4)=[N:33][CH:34]=3)[N:19]=2)[CH2:13][CH2:12]1)(=[O:10])[NH2:9]. The catalyst is C(Cl)Cl. The product is [NH:38]1[CH2:37][CH2:36][CH:35]([C:32]2[N:33]=[CH:34][C:29]([NH:28][C:20]3[N:19]=[C:18]([CH2:17][CH2:16][C:15]4[CH:48]=[CH:49][CH:50]=[CH:51][C:14]=4[C:11]4([C:8]([NH2:9])=[O:10])[CH2:12][CH2:13]4)[C:23]([C:24]([F:26])([F:25])[F:27])=[CH:22][N:21]=3)=[CH:30][CH:31]=2)[CH2:40][CH2:39]1. The yield is 0.650. (7) The reactants are [CH2:1]([O:3][C:4]([C:6]1[O:7][C:8]2[CH:15]=[CH:14][CH:13]=[C:12]([OH:16])[C:9]=2[C:10]=1[CH3:11])=[O:5])[CH3:2].[Cl:17]N1C(=O)CCC1=O. The catalyst is C(Cl)(Cl)(Cl)Cl. The product is [CH2:1]([O:3][C:4]([C:6]1[O:7][C:8]2[CH:15]=[CH:14][C:13]([Cl:17])=[C:12]([OH:16])[C:9]=2[C:10]=1[CH3:11])=[O:5])[CH3:2]. The yield is 0.480. (8) The reactants are Br[C:2]1[N:7]2[N:8]=[CH:9][N:10]=[C:6]2[C:5]([NH:11][CH:12]2[CH2:15][CH2:14][CH2:13]2)=[N:4][CH:3]=1.CC1(C)C(C)(C)OB([C:24]2[CH:25]=[C:26]([C:29]([NH2:31])=[O:30])[O:27][CH:28]=2)O1.C(=O)([O-])[O-].[Na+].[Na+]. The catalyst is C1(P(C2C=CC=CC=2)C2C=CC=CC=2)C=CC=CC=1.[Pd].[Pd].[Pd].[Pd].O1CCOCC1. The product is [CH:12]1([NH:11][C:5]2[C:6]3[N:7]([N:8]=[CH:9][N:10]=3)[C:2]([C:24]3[CH:25]=[C:26]([C:29]([NH2:31])=[O:30])[O:27][CH:28]=3)=[CH:3][N:4]=2)[CH2:15][CH2:14][CH2:13]1. The yield is 0.910. (9) The reactants are [F:1][C:2]1[CH:3]=[CH:4][C:5]([CH3:31])=[C:6]([C:8]2[CH:17]=[C:16]3[C:11]([CH:12]=[C:13]([NH:18][C:19](=O)[O:20]C4C=CC([N+]([O-])=O)=CC=4)[N:14]=[CH:15]3)=[CH:10][CH:9]=2)[CH:7]=1.CN(C)C=O.[CH3:37][N:38]1[CH2:43][CH2:42][NH:41][CH2:40][CH2:39]1. The catalyst is ClCCl. The product is [F:1][C:2]1[CH:3]=[CH:4][C:5]([CH3:31])=[C:6]([C:8]2[CH:17]=[C:16]3[C:11]([CH:12]=[C:13]([NH:18][C:19]([N:41]4[CH2:42][CH2:43][N:38]([CH3:37])[CH2:39][CH2:40]4)=[O:20])[N:14]=[CH:15]3)=[CH:10][CH:9]=2)[CH:7]=1. The yield is 0.0400. (10) The reactants are [Br:1][C:2]1[CH:8]=[CH:7][C:5]([NH2:6])=[C:4]([N+:9]([O-:11])=[O:10])[CH:3]=1.[H-].[Na+].[C:14](O[C:14]([O:16][C:17]([CH3:20])([CH3:19])[CH3:18])=[O:15])([O:16][C:17]([CH3:20])([CH3:19])[CH3:18])=[O:15]. The catalyst is CN(C=O)C. The product is [Br:1][C:2]1[CH:8]=[CH:7][C:5]([NH:6][C:14](=[O:15])[O:16][C:17]([CH3:20])([CH3:19])[CH3:18])=[C:4]([N+:9]([O-:11])=[O:10])[CH:3]=1. The yield is 0.510.